From a dataset of Forward reaction prediction with 1.9M reactions from USPTO patents (1976-2016). Predict the product of the given reaction. Given the reactants NC1N(C)C(=O)C2(N=1)C1C(=CC=C(Br)C=1)CCC2C.[Br-].C([Zn+])CC(C)C.[NH2:27][C:28]1[N:29]([CH3:49])[C:30](=O)[C:31]2([N:47]=1)[C:40]1[C:35](=[CH:36][CH:37]=[C:38]([CH2:41][CH2:42][CH:43]([CH3:45])[CH3:44])[CH:39]=1)[CH2:34][CH2:33][CH:32]2[CH3:46], predict the reaction product. The product is: [NH2:27][C:28]1[N:29]([CH3:49])[CH2:30][C:31]2([N:47]=1)[C:40]1[C:35](=[CH:36][CH:37]=[C:38]([CH2:41][CH2:42][CH:43]([CH3:44])[CH3:45])[CH:39]=1)[CH2:34][CH2:33][CH:32]2[CH3:46].